Dataset: Full USPTO retrosynthesis dataset with 1.9M reactions from patents (1976-2016). Task: Predict the reactants needed to synthesize the given product. (1) Given the product [C:4]([C:5]([CH3:25])([CH3:24])[CH2:6][CH2:7][CH2:8][O:9][CH2:10][CH2:11][O:12][CH2:13][CH2:14][CH2:15][C:16]([CH3:18])([CH3:17])[C:19]([OH:21])=[O:20])([OH:26])=[O:3], predict the reactants needed to synthesize it. The reactants are: C([O:3][C:4](=[O:26])[C:5]([CH3:25])([CH3:24])[CH2:6][CH2:7][CH2:8][O:9][CH2:10][CH2:11][O:12][CH2:13][CH2:14][CH2:15][C:16]([C:19]([O:21]CC)=[O:20])([CH3:18])[CH3:17])C.[OH-].[K+].C(OCC)(=O)C. (2) Given the product [Br:1][C:2]1[CH:3]=[C:4]([F:9])[C:5]([C:10]2([C:13]#[N:14])[CH2:12][CH2:11]2)=[N:6][CH:7]=1, predict the reactants needed to synthesize it. The reactants are: [Br:1][C:2]1[CH:3]=[C:4]([F:9])[C:5](F)=[N:6][CH:7]=1.[CH:10]1([C:13]#[N:14])[CH2:12][CH2:11]1.C[Si]([N-][Si](C)(C)C)(C)C.[K+].[NH4+].[Cl-]. (3) Given the product [Br:1][C:2]1[CH:15]=[C:14]([CH:13]=[C:4]([O:5][Si:6]([C:9]([CH3:12])([CH3:11])[CH3:10])([CH3:8])[CH3:7])[CH:3]=1)[CH2:16][N:18]1[CH:22]=[CH:21][N:20]=[CH:19]1, predict the reactants needed to synthesize it. The reactants are: [Br:1][C:2]1[CH:3]=[C:4]([CH:13]=[C:14]([CH2:16]Br)[CH:15]=1)[O:5][Si:6]([C:9]([CH3:12])([CH3:11])[CH3:10])([CH3:8])[CH3:7].[NH:18]1[CH:22]=[CH:21][N:20]=[CH:19]1. (4) Given the product [Cl:25][C:17]1[CH:18]=[C:19]([N+:22]([O-:24])=[O:23])[CH:20]=[CH:21][C:16]=1[N:12]1[C:13]2[CH2:1][CH2:2][CH2:3][C:4](=[O:14])[C:5]=2[C:6]2[C:11]1=[CH:10][CH:9]=[CH:8][CH:7]=2, predict the reactants needed to synthesize it. The reactants are: [CH2:1]1[C:13]2[NH:12][C:11]3[C:6](=[CH:7][CH:8]=[CH:9][CH:10]=3)[C:5]=2[C:4](=[O:14])[CH2:3][CH2:2]1.F[C:16]1[CH:21]=[CH:20][C:19]([N+:22]([O-:24])=[O:23])=[CH:18][C:17]=1[Cl:25].C([O-])([O-])=O.[Cs+].[Cs+]. (5) Given the product [CH3:15][O:16][C:17](=[O:33])[C:18]1[CH:23]=[CH:22][CH:21]=[C:20]([CH2:24][C:25]2[CH:30]=[CH:29][CH:28]=[C:27]([CH2:31][S:11][C:6]3[CH:5]=[CH:4][C:3]([C:12](=[O:14])[CH3:13])=[C:2]([OH:1])[C:7]=3[CH2:8][CH2:9][CH3:10])[CH:26]=2)[CH:19]=1, predict the reactants needed to synthesize it. The reactants are: [OH:1][C:2]1[C:7]([CH2:8][CH2:9][CH3:10])=[C:6]([SH:11])[CH:5]=[CH:4][C:3]=1[C:12](=[O:14])[CH3:13].[CH3:15][O:16][C:17](=[O:33])[C:18]1[CH:23]=[CH:22][CH:21]=[C:20]([CH2:24][C:25]2[CH:30]=[CH:29][CH:28]=[C:27]([CH2:31]I)[CH:26]=2)[CH:19]=1.C(=O)([O-])[O-].[Cs+].[Cs+].O. (6) Given the product [C:1]1([C:7]2[N:12]=[C:11]([C:13]3[CH:18]=[CH:17][N:16]=[CH:15][CH:14]=3)[N:10]=[C:9]([O:19][CH2:21][C:22]3[CH:31]=[CH:30][C:25]([C:26]([OH:28])=[O:27])=[CH:24][CH:23]=3)[CH:8]=2)[CH:2]=[CH:3][CH:4]=[CH:5][CH:6]=1, predict the reactants needed to synthesize it. The reactants are: [C:1]1([C:7]2[N:12]=[C:11]([C:13]3[CH:18]=[CH:17][N:16]=[CH:15][CH:14]=3)[N:10]=[C:9]([OH:19])[CH:8]=2)[CH:6]=[CH:5][CH:4]=[CH:3][CH:2]=1.Br[CH2:21][C:22]1[CH:31]=[CH:30][C:25]([C:26]([O:28]C)=[O:27])=[CH:24][CH:23]=1. (7) The reactants are: [CH3:1][O:2][C:3]1[CH:8]=[CH:7][C:6]([S:9][CH2:10][CH2:11][CH2:12][C:13]([OH:15])=O)=[CH:5][CH:4]=1.FC1C=CC(SCCC[C:27]([N:29]([CH2:31][C:32]2[CH:37]=[C:36]([CH3:38])[CH:35]=[CH:34][C:33]=2[O:39][CH3:40])C)=O)=CC=1. Given the product [CH3:1][O:2][C:3]1[CH:4]=[CH:5][C:6]([S:9][CH2:10][CH2:11][CH2:12][C:13]([N:29]([CH2:31][C:32]2[CH:37]=[C:36]([CH3:38])[CH:35]=[CH:34][C:33]=2[O:39][CH3:40])[CH3:27])=[O:15])=[CH:7][CH:8]=1, predict the reactants needed to synthesize it. (8) Given the product [Cl:1][C:2]1[CH:3]=[CH:4][C:5]([CH:8]2[CH2:9][CH2:10][CH2:11][C:12]([S:14][CH3:15])=[N:13]2)=[CH:6][N:7]=1, predict the reactants needed to synthesize it. The reactants are: [Cl:1][C:2]1[N:7]=[CH:6][C:5]([CH:8]2[NH:13][C:12](=[S:14])[CH2:11][CH2:10][CH2:9]2)=[CH:4][CH:3]=1.[C:15]([O-])([O-])=O.[K+].[K+].IC. (9) Given the product [CH3:13][Si:14]([CH3:16])([CH3:15])[C:17]1[O:1][C:2]2[C:7](=[N:6][C:5]([C:9]([O:11][CH3:12])=[O:10])=[CH:4][CH:3]=2)[CH:18]=1, predict the reactants needed to synthesize it. The reactants are: [OH:1][C:2]1[CH:3]=[CH:4][C:5]([C:9]([O:11][CH3:12])=[O:10])=[N:6][C:7]=1I.[CH3:13][Si:14]([C:17]#[CH:18])([CH3:16])[CH3:15].